Dataset: Peptide-MHC class I binding affinity with 185,985 pairs from IEDB/IMGT. Task: Regression. Given a peptide amino acid sequence and an MHC pseudo amino acid sequence, predict their binding affinity value. This is MHC class I binding data. (1) The binding affinity (normalized) is 0.184. The peptide sequence is DTGKKELALT. The MHC is HLA-A02:06 with pseudo-sequence HLA-A02:06. (2) The peptide sequence is SLDSWWTSL. The MHC is HLA-A02:02 with pseudo-sequence HLA-A02:02. The binding affinity (normalized) is 0.403. (3) The peptide sequence is GTNFGTIIL. The MHC is HLA-A02:02 with pseudo-sequence HLA-A02:02. The binding affinity (normalized) is 0.239. (4) The peptide sequence is LMTMNIVNF. The MHC is HLA-A32:01 with pseudo-sequence HLA-A32:01. The binding affinity (normalized) is 0.188.